From a dataset of Reaction yield outcomes from USPTO patents with 853,638 reactions. Predict the reaction yield, written as a fraction of the theoretical maximum amount of product (1.0 means a 100% yield; for example, 0.34 means a 34% yield). (1) The reactants are Br[C:2]1[CH:22]=[CH:21][C:5]([CH2:6][N:7]([CH3:20])[C:8](=[O:19])[CH2:9][CH2:10][NH:11][C:12](=[O:18])[O:13][C:14]([CH3:17])([CH3:16])[CH3:15])=[CH:4][C:3]=1[Cl:23].[B:24]1([B:24]2[O:28][C:27]([CH3:30])([CH3:29])[C:26]([CH3:32])([CH3:31])[O:25]2)[O:28][C:27]([CH3:30])([CH3:29])[C:26]([CH3:32])([CH3:31])[O:25]1.C([O-])(=O)C.[K+]. The catalyst is O1CCOCC1.Cl[Pd]Cl.C1(P(C2C=CC=CC=2)[C-]2C=CC=C2)C=CC=CC=1.[C-]1(P(C2C=CC=CC=2)C2C=CC=CC=2)C=CC=C1.[Fe+2]. The product is [Cl:23][C:3]1[CH:4]=[C:5]([CH:21]=[CH:22][C:2]=1[B:24]1[O:28][C:27]([CH3:30])([CH3:29])[C:26]([CH3:32])([CH3:31])[O:25]1)[CH2:6][N:7]([CH3:20])[C:8](=[O:19])[CH2:9][CH2:10][NH:11][C:12](=[O:18])[O:13][C:14]([CH3:17])([CH3:16])[CH3:15]. The yield is 0.572. (2) The reactants are [CH2:1]([Li])CCC.[NH2:6][C:7]1[N:8]=[C:9]([CH:30]=[CH2:31])[C:10]([C:20]2[CH:27]=[CH:26][C:25]([O:28][CH3:29])=[CH:24][C:21]=2[CH:22]=O)=[N:11][C:12]=1[CH2:13][C:14]1[CH:19]=[CH:18][CH:17]=[CH:16][CH:15]=1.O. The catalyst is [Br-].C[P+](C1C=CC=CC=1)(C1C=CC=CC=1)C1C=CC=CC=1.C1COCC1. The product is [NH2:6][C:7]1[C:12]([CH2:13][C:14]2[CH:15]=[CH:16][CH:17]=[CH:18][CH:19]=2)=[N:11][C:10]([C:20]2[CH:27]=[CH:26][C:25]([O:28][CH3:29])=[CH:24][C:21]=2[CH:22]=[CH2:1])=[C:9]([CH:30]=[CH2:31])[N:8]=1. The yield is 0.658. (3) The reactants are [Cl:1][C:2]1[CH:7]=[CH:6][N:5]=[CH:4][C:3]=1[C:8]1[N:9](C)[C:10]2[C:15]([CH:16]=1)=[CH:14][CH:13]=[CH:12][CH:11]=2.ClCCl.ClS([N:25]=[C:26]=O)(=O)=[O:23]. The catalyst is CN(C=O)C. The product is [NH4+:5].[OH-:23].[Cl:1][C:2]1[CH:7]=[CH:6][N:5]=[CH:4][C:3]=1[C:8]1[NH:9][C:10]2[C:15]([C:16]=1[C:26]#[N:25])=[CH:14][CH:13]=[CH:12][CH:11]=2. The yield is 0.00100. (4) The reactants are [CH3:1][N:2]([CH3:19])[C:3]1[CH:18]=[CH:17][C:6]([C:7]([NH:9][C:10]2[CH:15]=[CH:14][C:13]([F:16])=[CH:12][CH:11]=2)=[O:8])=[CH:5][N:4]=1.ClC1C=C(C=CC=1)C(OO)=[O:25]. The catalyst is ClCCl.CO.C(Cl)(Cl)Cl. The product is [CH3:1][N:2]([CH3:19])[C:3]1[CH:18]=[CH:17][C:6]([C:7]([NH+:9]([O-:25])[C:10]2[CH:15]=[CH:14][C:13]([F:16])=[CH:12][CH:11]=2)=[O:8])=[CH:5][N:4]=1. The yield is 0.130. (5) The reactants are [C:1]([O:5][C:6]([N:8]1[CH2:20][CH2:19][C:18]2[C:17]3[C:12](=[CH:13][C:14](Br)=[CH:15][CH:16]=3)[N:11]([CH3:22])[C:10]=2[CH2:9]1)=[O:7])([CH3:4])([CH3:3])[CH3:2].[Cl:23][C:24]1[CH:29]=[CH:28][C:27]([C:30]2[CH:35]=[CH:34][NH:33][C:32](=[O:36])[CH:31]=2)=[C:26]([O:37][CH3:38])[CH:25]=1.C([O-])([O-])=O.[Cs+].[Cs+].OC1C=CC=C2C=1N=CC=C2. The catalyst is CS(C)=O.[Cu](I)I. The product is [C:1]([O:5][C:6]([N:8]1[CH2:20][CH2:19][C:18]2[C:17]3[C:12](=[CH:13][C:14]([N:33]4[CH:34]=[CH:35][C:30]([C:27]5[CH:28]=[CH:29][C:24]([Cl:23])=[CH:25][C:26]=5[O:37][CH3:38])=[CH:31][C:32]4=[O:36])=[CH:15][CH:16]=3)[N:11]([CH3:22])[C:10]=2[CH2:9]1)=[O:7])([CH3:4])([CH3:3])[CH3:2]. The yield is 0.540.